Dataset: Forward reaction prediction with 1.9M reactions from USPTO patents (1976-2016). Task: Predict the product of the given reaction. (1) Given the reactants [Br:1][CH:2]([C:5]1[N:6]=[C:7]2[CH:15]=[CH:14][CH:13]=[C:12]([CH3:16])[N:8]2[C:9](=[O:11])[CH:10]=1)[CH2:3][CH3:4].[I:17]N1C(=O)CCC1=O, predict the reaction product. The product is: [Br:1][CH:2]([C:5]1[N:6]=[C:7]2[CH:15]=[CH:14][CH:13]=[C:12]([CH3:16])[N:8]2[C:9](=[O:11])[C:10]=1[I:17])[CH2:3][CH3:4]. (2) Given the reactants [F:1][C:2]([F:27])([F:26])[C:3]1[CH:4]=[C:5]([NH:9][C:10](=[O:25])[CH2:11][C:12]([NH:14][C:15]2[CH:20]=[CH:19][CH:18]=[C:17]([C:21]([F:24])([F:23])[F:22])[CH:16]=2)=[O:13])[CH:6]=[CH:7][CH:8]=1.[CH3:28][O:29][C:30]1[CH:37]=[CH:36][C:33]([CH:34]=O)=[CH:32][CH:31]=1, predict the reaction product. The product is: [F:1][C:2]([F:26])([F:27])[C:3]1[CH:4]=[C:5]([NH:9][C:10](=[O:25])[C:11](=[CH:34][C:33]2[CH:36]=[CH:37][C:30]([O:29][CH3:28])=[CH:31][CH:32]=2)[C:12]([NH:14][C:15]2[CH:20]=[CH:19][CH:18]=[C:17]([C:21]([F:24])([F:23])[F:22])[CH:16]=2)=[O:13])[CH:6]=[CH:7][CH:8]=1. (3) Given the reactants [Br:1][C:2]1[CH:7]=[CH:6][C:5]([CH2:8][CH:9]([NH:11][C:12](=[O:15])[O:13][CH3:14])[CH3:10])=[CH:4][CH:3]=1.C=O.S(=O)(=O)(O)O.[C:23](O)(=O)C, predict the reaction product. The product is: [Br:1][C:2]1[CH:3]=[C:4]2[C:5]([CH2:8][CH:9]([CH3:10])[N:11]([C:12]([O:13][CH3:14])=[O:15])[CH2:23]2)=[CH:6][CH:7]=1. (4) The product is: [OH:8][C:9]1[CH:10]=[CH:11][C:12]([CH2:16][CH2:17][C:18]([O:20][C:21]([CH3:24])([CH3:23])[CH3:22])=[O:19])=[N:13][C:14]=1[CH3:15]. Given the reactants C([O:8][C:9]1[CH:10]=[CH:11][C:12](/[CH:16]=[CH:17]/[C:18]([O:20][C:21]([CH3:24])([CH3:23])[CH3:22])=[O:19])=[N:13][C:14]=1[CH3:15])C1C=CC=CC=1, predict the reaction product.